This data is from NCI-60 drug combinations with 297,098 pairs across 59 cell lines. The task is: Regression. Given two drug SMILES strings and cell line genomic features, predict the synergy score measuring deviation from expected non-interaction effect. (1) Drug 1: CCC1(CC2CC(C3=C(CCN(C2)C1)C4=CC=CC=C4N3)(C5=C(C=C6C(=C5)C78CCN9C7C(C=CC9)(C(C(C8N6C=O)(C(=O)OC)O)OC(=O)C)CC)OC)C(=O)OC)O.OS(=O)(=O)O. Drug 2: CCC(=C(C1=CC=CC=C1)C2=CC=C(C=C2)OCCN(C)C)C3=CC=CC=C3.C(C(=O)O)C(CC(=O)O)(C(=O)O)O. Cell line: OVCAR-4. Synergy scores: CSS=9.04, Synergy_ZIP=6.54, Synergy_Bliss=9.36, Synergy_Loewe=9.42, Synergy_HSA=9.56. (2) Drug 1: C1=NC2=C(N=C(N=C2N1C3C(C(C(O3)CO)O)O)F)N. Drug 2: CC1C(C(CC(O1)OC2CC(OC(C2O)C)OC3=CC4=CC5=C(C(=O)C(C(C5)C(C(=O)C(C(C)O)O)OC)OC6CC(C(C(O6)C)O)OC7CC(C(C(O7)C)O)OC8CC(C(C(O8)C)O)(C)O)C(=C4C(=C3C)O)O)O)O. Cell line: RPMI-8226. Synergy scores: CSS=12.8, Synergy_ZIP=-2.79, Synergy_Bliss=-7.20, Synergy_Loewe=-23.4, Synergy_HSA=-7.75. (3) Drug 1: CCCS(=O)(=O)NC1=C(C(=C(C=C1)F)C(=O)C2=CNC3=C2C=C(C=N3)C4=CC=C(C=C4)Cl)F. Drug 2: C1CCC(C1)C(CC#N)N2C=C(C=N2)C3=C4C=CNC4=NC=N3. Cell line: RPMI-8226. Synergy scores: CSS=-5.02, Synergy_ZIP=2.77, Synergy_Bliss=4.48, Synergy_Loewe=-4.90, Synergy_HSA=-3.29. (4) Drug 1: CC1OCC2C(O1)C(C(C(O2)OC3C4COC(=O)C4C(C5=CC6=C(C=C35)OCO6)C7=CC(=C(C(=C7)OC)O)OC)O)O. Synergy scores: CSS=39.9, Synergy_ZIP=-4.55, Synergy_Bliss=-4.17, Synergy_Loewe=-6.79, Synergy_HSA=0.00363. Cell line: OVCAR-5. Drug 2: C1=NC2=C(N1)C(=S)N=C(N2)N. (5) Drug 1: C1=CC(=CC=C1CCCC(=O)O)N(CCCl)CCCl. Drug 2: CCCCCOC(=O)NC1=NC(=O)N(C=C1F)C2C(C(C(O2)C)O)O. Cell line: A549. Synergy scores: CSS=28.0, Synergy_ZIP=1.50, Synergy_Bliss=0.911, Synergy_Loewe=-17.9, Synergy_HSA=0.0922. (6) Drug 1: CC1=C2C(C(=O)C3(C(CC4C(C3C(C(C2(C)C)(CC1OC(=O)C(C(C5=CC=CC=C5)NC(=O)OC(C)(C)C)O)O)OC(=O)C6=CC=CC=C6)(CO4)OC(=O)C)O)C)O. Drug 2: CC1CCCC2(C(O2)CC(NC(=O)CC(C(C(=O)C(C1O)C)(C)C)O)C(=CC3=CSC(=N3)C)C)C. Cell line: HCC-2998. Synergy scores: CSS=50.5, Synergy_ZIP=3.54, Synergy_Bliss=1.31, Synergy_Loewe=-6.25, Synergy_HSA=3.50. (7) Drug 1: C1=CC(=CC=C1CCCC(=O)O)N(CCCl)CCCl. Drug 2: CC(C)NC(=O)C1=CC=C(C=C1)CNNC.Cl. Cell line: OVCAR-5. Synergy scores: CSS=11.4, Synergy_ZIP=-3.13, Synergy_Bliss=-0.740, Synergy_Loewe=-5.00, Synergy_HSA=-1.31.